From a dataset of Full USPTO retrosynthesis dataset with 1.9M reactions from patents (1976-2016). Predict the reactants needed to synthesize the given product. (1) Given the product [Br:1][C:2]1[CH:7]=[CH:6][CH:5]=[C:4]([S:8][CH2:16][CH2:17][CH3:18])[CH:3]=1, predict the reactants needed to synthesize it. The reactants are: [Br:1][C:2]1[CH:3]=[C:4]([SH:8])[CH:5]=[CH:6][CH:7]=1.C([O-])([O-])=O.[K+].[K+].Br[CH2:16][CH2:17][CH3:18]. (2) Given the product [F:20][C:21]1[CH:26]=[CH:25][CH:24]=[CH:23][C:22]=1[NH:27][C:28](=[O:29])[NH:1][C:2]1[CH:3]=[CH:4][C:5]([C:8]2[C:16]3[C:11](=[CH:12][N:13]=[CH:14][CH:15]=3)[NH:10][C:9]=2[C:17]([NH2:19])=[O:18])=[CH:6][CH:7]=1, predict the reactants needed to synthesize it. The reactants are: [NH2:1][C:2]1[CH:7]=[CH:6][C:5]([C:8]2[C:16]3[C:11](=[CH:12][N:13]=[CH:14][CH:15]=3)[NH:10][C:9]=2[C:17]([NH2:19])=[O:18])=[CH:4][CH:3]=1.[F:20][C:21]1[CH:26]=[CH:25][CH:24]=[CH:23][C:22]=1[N:27]=[C:28]=[O:29]. (3) Given the product [Br:10][C:11]1[CH:18]=[CH:17][C:14]2[CH:15]=[C:4]([C:5]([O:7][CH2:8][CH3:9])=[O:6])[S:3][C:13]=2[CH:12]=1, predict the reactants needed to synthesize it. The reactants are: [H-].[Na+].[SH:3][CH2:4][C:5]([O:7][CH2:8][CH3:9])=[O:6].[Br:10][C:11]1[CH:18]=[CH:17][C:14]([CH:15]=O)=[C:13](F)[CH:12]=1.O. (4) Given the product [C:55]1([CH:36]([C:30]2[CH:31]=[CH:32][CH:33]=[CH:34][CH:35]=2)[CH2:37][CH2:38][N:39]([CH2:40][CH2:41][CH:42]2[CH2:47][CH2:46][N:45]([C:48]([O:50][C:51]([CH3:54])([CH3:53])[CH3:52])=[O:49])[CH2:44][CH2:43]2)[C:6]([NH:13][C:14]2[S:15][CH:16]=[C:17]([C:19]3[CH:24]=[CH:23][C:22]([NH:25][S:26]([CH3:29])(=[O:28])=[O:27])=[CH:21][CH:20]=3)[N:18]=2)=[O:7])[CH:56]=[CH:57][CH:58]=[CH:59][CH:60]=1, predict the reactants needed to synthesize it. The reactants are: C1N=CN([C:6](N2C=NC=C2)=[O:7])C=1.[NH2:13][C:14]1[S:15][CH:16]=[C:17]([C:19]2[CH:24]=[CH:23][C:22]([NH:25][S:26]([CH3:29])(=[O:28])=[O:27])=[CH:21][CH:20]=2)[N:18]=1.[C:30]1([CH:36]([C:55]2[CH:60]=[CH:59][CH:58]=[CH:57][CH:56]=2)[CH2:37][CH2:38][NH:39][CH2:40][CH2:41][CH:42]2[CH2:47][CH2:46][N:45]([C:48]([O:50][C:51]([CH3:54])([CH3:53])[CH3:52])=[O:49])[CH2:44][CH2:43]2)[CH:35]=[CH:34][CH:33]=[CH:32][CH:31]=1.